Predict the reactants needed to synthesize the given product. From a dataset of Full USPTO retrosynthesis dataset with 1.9M reactions from patents (1976-2016). (1) The reactants are: [O:1]=[C:2]([CH2:8][CH3:9])[CH2:3][C:4]([O:6]C)=O.[F:10][C:11]1[CH:16]=[CH:15][C:14]([F:17])=[CH:13][C:12]=1[C:18](=[N:20]O)[NH2:19].C(Cl)Cl.O. Given the product [F:10][C:11]1[CH:16]=[CH:15][C:14]([F:17])=[CH:13][C:12]=1[C:18]1[N:20]=[C:4]([CH2:3][C:2](=[O:1])[CH2:8][CH3:9])[O:6][N:19]=1, predict the reactants needed to synthesize it. (2) Given the product [Cl:27][C:24]1[CH:25]=[CH:26][C:21]([NH:20][C:7](=[O:9])[C:6]2[CH:10]=[C:2]([CH3:1])[CH:3]=[CH:4][C:5]=2[N+:11]([O-:13])=[O:12])=[N:22][CH:23]=1, predict the reactants needed to synthesize it. The reactants are: [CH3:1][C:2]1[CH:3]=[CH:4][C:5]([N+:11]([O-:13])=[O:12])=[C:6]([CH:10]=1)[C:7]([OH:9])=O.C(Cl)(=O)C(Cl)=O.[NH2:20][C:21]1[CH:26]=[CH:25][C:24]([Cl:27])=[CH:23][N:22]=1.N1C=CC=CC=1.